Predict the reaction yield, written as a fraction of the theoretical maximum amount of product (1.0 means a 100% yield; for example, 0.34 means a 34% yield). From a dataset of Reaction yield outcomes from USPTO patents with 853,638 reactions. (1) The reactants are [F:1][C:2]1[CH:7]=[CH:6][C:5]([C:8]2[CH:9]=[N:10][C:11]([N:14]3[CH2:19][CH2:18][N:17]([S:20]([CH2:23][C@H:24]([CH:28]([CH3:30])[CH3:29])[C:25]([OH:27])=[O:26])(=[O:22])=[O:21])[CH2:16][CH2:15]3)=N[CH:13]=2)=[CH:4][CH:3]=1.[CH2:31]([C@@H]1COC(=O)N1C(=O)[C@H](CS(N1CCN(C2C=CC(C3C=CC(F)=CC=3)=CN=2)CC1)(=O)=O)C(C)C)C1C=CC=CC=1. No catalyst specified. The product is [F:1][C:2]1[CH:3]=[CH:4][C:5]([C:8]2[CH:13]=[CH:31][C:11]([N:14]3[CH2:19][CH2:18][N:17]([S:20]([CH2:23][C@H:24]([CH:28]([CH3:30])[CH3:29])[C:25]([OH:27])=[O:26])(=[O:21])=[O:22])[CH2:16][CH2:15]3)=[N:10][CH:9]=2)=[CH:6][CH:7]=1. The yield is 0.590. (2) The reactants are [Cl:1][CH2:2]C(CCl)=O.[CH2:7]([O:14][C:15]([NH:17][C@H:18]([C:26]([OH:28])=O)[CH2:19][C:20]1[CH:25]=[CH:24][CH:23]=[CH:22][CH:21]=1)=[O:16])[C:8]1[CH:13]=[CH:12][CH:11]=[CH:10][CH:9]=1.[BH4-].[Na+]. The catalyst is CO.O1CCCC1. The product is [CH2:7]([O:14][C:15]([NH:17][C@@H:18]([CH2:19][C:20]1[CH:21]=[CH:22][CH:23]=[CH:24][CH:25]=1)[C@H:26]([OH:28])[CH2:2][Cl:1])=[O:16])[C:8]1[CH:9]=[CH:10][CH:11]=[CH:12][CH:13]=1. The yield is 0.430. (3) The catalyst is [Pd]. The yield is 0.890. The product is [OH:24][C:20]1[CH:19]=[C:18]([NH:17][C:5]2[N:6]=[C:7]3[C:2]([NH:1][C:61](=[O:63])[N:8]3[C:9]3[CH:14]=[CH:13][CH:12]=[CH:11][C:10]=3[O:15][CH3:16])=[C:3]([C:25]([NH2:37])=[O:26])[N:4]=2)[CH:23]=[CH:22][CH:21]=1. The reactants are [NH2:1][C:2]1[C:3]([C:25](OCC)=[O:26])=[N:4][C:5]([NH:17][C:18]2[CH:23]=[CH:22][CH:21]=[C:20]([OH:24])[CH:19]=2)=[N:6][C:7]=1[NH:8][C:9]1[CH:14]=[CH:13][CH:12]=[CH:11][C:10]=1[O:15][CH3:16].OC1C=C([NH:37]C2N=C(C(OCC)=O)C([N+]([O-])=O)=C(NC3C=CC=CC=3OC)N=2)C=CC=1.[CH2:61]([OH:63])C. (4) The reactants are [C:1]1([C:7]2[CH:8]=[C:9]3[C:13](=[C:14]([C:16]([NH2:18])=[O:17])[CH:15]=2)[NH:12][CH:11]=[C:10]3[CH:19]2[CH2:24][CH2:23][NH:22][CH2:21][CH2:20]2)[CH:6]=[CH:5][CH:4]=[CH:3][CH:2]=1.C(N(CC)CC)C.Cl[CH2:33][CH2:34][S:35](Cl)(=[O:37])=[O:36]. The catalyst is C(Cl)Cl. The product is [CH:34]([S:35]([N:22]1[CH2:23][CH2:24][CH:19]([C:10]2[C:9]3[C:13](=[C:14]([C:16]([NH2:18])=[O:17])[CH:15]=[C:7]([C:1]4[CH:2]=[CH:3][CH:4]=[CH:5][CH:6]=4)[CH:8]=3)[NH:12][CH:11]=2)[CH2:20][CH2:21]1)(=[O:37])=[O:36])=[CH2:33]. The yield is 0.750. (5) The reactants are [CH2:1]([O:3][C:4](=[O:12])[C:5]1[CH:10]=[CH:9][CH:8]=[N:7][C:6]=1Cl)[CH3:2].C(N(CC)CC)C.[F:20][C:21]1[CH:28]=[CH:27][C:24]([CH2:25][NH2:26])=[CH:23][CH:22]=1. The catalyst is CS(C)=O.C(OCC)(=O)C. The product is [CH2:1]([O:3][C:4](=[O:12])[C:5]1[CH:10]=[CH:9][CH:8]=[N:7][C:6]=1[NH:26][CH2:25][C:24]1[CH:27]=[CH:28][C:21]([F:20])=[CH:22][CH:23]=1)[CH3:2]. The yield is 0.710. (6) The reactants are C[O:2][C:3](=[O:21])[C:4]1[CH:9]=[CH:8][C:7]([C:10]2[C:15]([Cl:16])=[CH:14][N:13]=[C:12]([NH:17][CH:18]3[CH2:20][CH2:19]3)[N:11]=2)=[CH:6][CH:5]=1.O.[OH-].[Li+]. The catalyst is C1COCC1.O.Cl. The product is [Cl:16][C:15]1[C:10]([C:7]2[CH:8]=[CH:9][C:4]([C:3]([OH:21])=[O:2])=[CH:5][CH:6]=2)=[N:11][C:12]([NH:17][CH:18]2[CH2:20][CH2:19]2)=[N:13][CH:14]=1. The yield is 0.900. (7) The reactants are [CH3:1][P:2](=[O:14])([CH3:13])[CH2:3][C:4]1[CH:9]=[CH:8][CH:7]=[C:6]([N+:10]([O-])=O)[CH:5]=1. The catalyst is CO.[Pd]. The product is [CH3:13][P:2]([CH2:3][C:4]1[CH:5]=[C:6]([CH:7]=[CH:8][CH:9]=1)[NH2:10])([CH3:1])=[O:14]. The yield is 0.960.